This data is from Full USPTO retrosynthesis dataset with 1.9M reactions from patents (1976-2016). The task is: Predict the reactants needed to synthesize the given product. (1) Given the product [CH2:10]([C:6]1[CH2:7][CH2:8][CH2:9][CH:4]([NH2:1])[CH:5]=1)[CH3:11], predict the reactants needed to synthesize it. The reactants are: [N:1]([CH:4]1[CH2:9][CH2:8][CH2:7][C:6]([CH2:10][CH3:11])=[CH:5]1)=[N+]=[N-].C1(P(C2C=CC=CC=2)C2C=CC=CC=2)C=CC=CC=1.[OH-].[K+]. (2) Given the product [F:42][CH:40]([F:41])[CH2:39][O:38][C:29]1[CH:30]=[CH:31][C:32]([S:34]([CH3:37])(=[O:36])=[O:35])=[CH:33][C:28]=1[C:24]1[C:23]2[N:22]([N:21]=[C:20]([NH:19][C:17]3[CH:16]=[CH:15][C:12]4[CH2:13][CH2:14][NH:8][CH2:9][CH2:10][C:11]=4[CH:18]=3)[N:43]=2)[CH:27]=[CH:26][CH:25]=1, predict the reactants needed to synthesize it. The reactants are: C(OC([N:8]1[CH2:14][CH2:13][C:12]2[CH:15]=[CH:16][C:17]([NH:19][C:20]3[N:43]=[C:23]4[C:24]([C:28]5[CH:33]=[C:32]([S:34]([CH3:37])(=[O:36])=[O:35])[CH:31]=[CH:30][C:29]=5[O:38][CH2:39][CH:40]([F:42])[F:41])=[CH:25][CH:26]=[CH:27][N:22]4[N:21]=3)=[CH:18][C:11]=2[CH2:10][CH2:9]1)=O)(C)(C)C.FC(F)(F)C(O)=O. (3) Given the product [Cl:18][C:19]1[CH:24]=[C:23]([N+:25]([O-:27])=[O:26])[CH:22]=[CH:21][C:20]=1[N:28]1[CH2:33][CH2:32][N:31]([C:7]([C:6]2[CH:10]=[C:11]([S:14]([CH3:17])(=[O:16])=[O:15])[CH:12]=[CH:13][C:5]=2[S:4][CH:1]([CH3:2])[CH3:3])=[O:9])[CH2:30][CH2:29]1, predict the reactants needed to synthesize it. The reactants are: [CH:1]([S:4][C:5]1[CH:13]=[CH:12][C:11]([S:14]([CH3:17])(=[O:16])=[O:15])=[CH:10][C:6]=1[C:7]([OH:9])=O)([CH3:3])[CH3:2].[Cl:18][C:19]1[CH:24]=[C:23]([N+:25]([O-:27])=[O:26])[CH:22]=[CH:21][C:20]=1[N:28]1[CH2:33][CH2:32][NH:31][CH2:30][CH2:29]1.